This data is from Full USPTO retrosynthesis dataset with 1.9M reactions from patents (1976-2016). The task is: Predict the reactants needed to synthesize the given product. (1) Given the product [CH2:1]([N:5]1[CH:10]=[CH:9][CH:8]=[C:7]([O:11][CH3:12])[C:6]1=[S:23])[CH2:2][CH2:3][CH3:4], predict the reactants needed to synthesize it. The reactants are: [CH2:1]([N:5]1[CH:10]=[CH:9][CH:8]=[C:7]([O:11][CH3:12])[C:6]1=O)[CH2:2][CH2:3][CH3:4].COC1C=CC(P2(SP(C3C=CC(OC)=CC=3)(=S)S2)=[S:23])=CC=1.CO. (2) The reactants are: C1CCC(N=C=NC2CCCCC2)CC1.[N+]([C:19]1[CH:24]=[C:23]([Cl:25])[C:22](Cl)=[CH:21][C:20]=1[CH2:27][C:28]([N:30]([CH3:49])[C@@H:31]1[C:40]2[C:35](=[CH:36][CH:37]=[C:38]([N+:41]([O-:43])=[O:42])[CH:39]=2)CC[C@H:32]1[N:44]1[CH2:48][CH2:47][CH2:46][CH2:45]1)=[O:29])([O-])=O.[CH3:50][S:51](C1C=CC(CC(O)=O)=CC=1)(=[O:53])=[O:52].N1C=CC=CC=1. Given the product [CH3:50][S:51]([C:23]1[CH:22]=[CH:21][C:20]([CH2:27][C:28]([N:30]([CH3:49])[C@@H:31]([C:40]2[CH:35]=[CH:36][CH:37]=[C:38]([N+:41]([O-:43])=[O:42])[CH:39]=2)[CH2:32][N:44]2[CH2:48][CH2:47][CH2:46][CH2:45]2)=[O:29])=[CH:19][CH:24]=1)(=[O:53])=[O:52].[ClH:25], predict the reactants needed to synthesize it.